From a dataset of Forward reaction prediction with 1.9M reactions from USPTO patents (1976-2016). Predict the product of the given reaction. (1) Given the reactants [Cl:1][C:2]1[C:7]([CH2:8][CH:9](OCC)[O:10]CC)=[C:6]([C:16]2[CH:21]=[CH:20][CH:19]=[CH:18][CH:17]=2)[N:5]=[CH:4][N:3]=1, predict the reaction product. The product is: [Cl:1][C:2]1[C:7]([CH2:8][CH:9]=[O:10])=[C:6]([C:16]2[CH:21]=[CH:20][CH:19]=[CH:18][CH:17]=2)[N:5]=[CH:4][N:3]=1. (2) Given the reactants [F:1][C:2]([F:9])([F:8])[C:3](OCC)=[O:4].[Na].[Cl:11][C:12]1[CH:17]=[CH:16][C:15]([CH2:18][C:19]([O:21][CH2:22][CH3:23])=[O:20])=[CH:14][CH:13]=1.Cl, predict the reaction product. The product is: [Cl:11][C:12]1[CH:13]=[CH:14][C:15]([CH:18]([C:3](=[O:4])[C:2]([F:9])([F:8])[F:1])[C:19]([O:21][CH2:22][CH3:23])=[O:20])=[CH:16][CH:17]=1. (3) Given the reactants [C:9](O[C:9]([O:11][C:12]([CH3:15])([CH3:14])[CH3:13])=[O:10])([O:11][C:12]([CH3:15])([CH3:14])[CH3:13])=[O:10].[CH3:16][C:17]1[C:25]2[C:20](=[CH:21][CH:22]=[CH:23][CH:24]=2)[NH:19][CH:18]=1, predict the reaction product. The product is: [C:12]([O:11][C:9]([N:19]1[C:20]2[C:25](=[CH:24][CH:23]=[CH:22][CH:21]=2)[C:17]([CH3:16])=[CH:18]1)=[O:10])([CH3:13])([CH3:14])[CH3:15]. (4) Given the reactants [Cl:1][C:2]1[CH:7]=[CH:6][C:5]([SH:8])=[CH:4][CH:3]=1.[H-].[Na+].Cl[CH2:12][CH2:13][CH2:14][CH2:15][CH2:16][N:17]1[C:25]2[C:24]([CH3:26])=[C:23]([CH3:27])[N:22]=[C:21]([O:28][C:29]3[CH:34]=[CH:33][CH:32]=[CH:31][CH:30]=3)[C:20]=2[N:19]=[C:18]1[CH2:35][CH2:36][CH3:37].O, predict the reaction product. The product is: [Cl:1][C:2]1[CH:7]=[CH:6][C:5]([S:8][CH2:12][CH2:13][CH2:14][CH2:15][CH2:16][N:17]2[C:25]3[C:24]([CH3:26])=[C:23]([CH3:27])[N:22]=[C:21]([O:28][C:29]4[CH:30]=[CH:31][CH:32]=[CH:33][CH:34]=4)[C:20]=3[N:19]=[C:18]2[CH2:35][CH2:36][CH3:37])=[CH:4][CH:3]=1.